Dataset: Full USPTO retrosynthesis dataset with 1.9M reactions from patents (1976-2016). Task: Predict the reactants needed to synthesize the given product. Given the product [CH3:23][C:24]1[N:25]=[CH:26][N:27]([C:16]2[CH:17]=[CH:18][C:19]([NH2:22])=[N:20][CH:21]=2)[CH:28]=1, predict the reactants needed to synthesize it. The reactants are: N1CCC[C@H]1C(O)=O.C(=O)([O-])[O-].[K+].[K+].I[C:16]1[CH:17]=[CH:18][C:19]([NH2:22])=[N:20][CH:21]=1.[CH3:23][C:24]1[N:25]=[CH:26][NH:27][CH:28]=1.